The task is: Predict which catalyst facilitates the given reaction.. This data is from Catalyst prediction with 721,799 reactions and 888 catalyst types from USPTO. (1) The catalyst class is: 56. Reactant: COC[O:4][C:5]1[CH:12]=[C:11]([O:13]COC)[CH:10]=[C:9]([CH2:17][O:18][CH3:19])[C:6]=1[CH:7]=[O:8].Cl. Product: [OH:4][C:5]1[CH:12]=[C:11]([OH:13])[CH:10]=[C:9]([CH2:17][O:18][CH3:19])[C:6]=1[CH:7]=[O:8]. (2) Reactant: Cl[C:2]1[CH:3]=[C:4]([CH2:41][O:42][C:43]2[C:44]([O:72][CH3:73])=[CH:45][C:46]3[C:52](=[O:53])[N:51]4[CH2:54][CH2:55][CH2:56][C@H:50]4[C@H:49]([O:57][CH:58]4[CH2:63][CH2:62][CH2:61][CH2:60][O:59]4)[N:48]([C:64]([O:66][C:67]([CH3:70])([CH3:69])[CH3:68])=[O:65])[C:47]=3[CH:71]=2)[CH:5]=[C:6]([CH2:8][O:9][C:10]2[C:11]([O:39][CH3:40])=[CH:12][C:13]3[C:19](=[O:20])[N:18]4[CH2:21][CH2:22][CH2:23][C@H:17]4[C@H:16]([O:24][CH:25]4[CH2:30][CH2:29][CH2:28][CH2:27][O:26]4)[N:15]([C:31]([O:33][C:34]([CH3:37])([CH3:36])[CH3:35])=[O:32])[C:14]=3[CH:38]=2)[CH:7]=1.[C:74]([N:81]1[CH2:86][CH2:85][NH:84][CH2:83][CH2:82]1)([O:76][C:77]([CH3:80])([CH3:79])[CH3:78])=[O:75].CC(OC1C=CC=C(OC(C)C)C=1C1C(P(C2CCCCC2)C2CCCCC2)=CC=CC=1)C. Product: [C:77]([O:76][C:74]([N:81]1[CH2:86][CH2:85][N:84]([C:2]2[CH:3]=[C:4]([CH2:41][O:42][C:43]3[C:44]([O:72][CH3:73])=[CH:45][C:46]4[C:52](=[O:53])[N:51]5[CH2:54][CH2:55][CH2:56][C@H:50]5[C@H:49]([O:57][CH:58]5[CH2:63][CH2:62][CH2:61][CH2:60][O:59]5)[N:48]([C:64]([O:66][C:67]([CH3:70])([CH3:69])[CH3:68])=[O:65])[C:47]=4[CH:71]=3)[CH:5]=[C:6]([CH2:8][O:9][C:10]3[C:11]([O:39][CH3:40])=[CH:12][C:13]4[C:19](=[O:20])[N:18]5[CH2:21][CH2:22][CH2:23][C@H:17]5[C@H:16]([O:24][CH:25]5[CH2:30][CH2:29][CH2:28][CH2:27][O:26]5)[N:15]([C:31]([O:33][C:34]([CH3:37])([CH3:36])[CH3:35])=[O:32])[C:14]=4[CH:38]=3)[CH:7]=2)[CH2:83][CH2:82]1)=[O:75])([CH3:80])([CH3:78])[CH3:79]. The catalyst class is: 1. (3) Reactant: B(Cl)(Cl)Cl.[C:5]([C:7]1[CH:8]=[C:9]([C:17]2[S:21][CH2:20][N:19]([C:22]3[CH:27]=[CH:26][C:25]([CH2:28][CH2:29][C:30]([O:32][CH2:33][CH3:34])=[O:31])=[CH:24][C:23]=3[CH3:35])[N:18]=2)[CH:10]=[CH:11][C:12]=1[O:13]C(C)C)#[N:6]. Product: [C:5]([C:7]1[CH:8]=[C:9]([C:17]2[S:21][CH2:20][N:19]([C:22]3[CH:27]=[CH:26][C:25]([CH2:28][CH2:29][C:30]([O:32][CH2:33][CH3:34])=[O:31])=[CH:24][C:23]=3[CH3:35])[N:18]=2)[CH:10]=[CH:11][C:12]=1[OH:13])#[N:6]. The catalyst class is: 2. (4) Reactant: C([O:3][C:4](=[O:36])[CH:5]([C:29]1[CH:30]=[C:31]([CH3:35])[CH:32]=[CH:33][CH:34]=1)[CH2:6][C:7]1[CH:11]=[C:10]([C:12]2[CH:17]=[CH:16][C:15]([NH:18][CH2:19][CH:20]=[CH2:21])=[CH:14][CH:13]=2)[N:9]([C:22]2[CH:27]=[CH:26][C:25]([CH3:28])=[CH:24][CH:23]=2)[N:8]=1)C.[Li+].[OH-]. Product: [CH2:19]([NH:18][C:15]1[CH:14]=[CH:13][C:12]([C:10]2[N:9]([C:22]3[CH:27]=[CH:26][C:25]([CH3:28])=[CH:24][CH:23]=3)[N:8]=[C:7]([CH2:6][CH:5]([C:29]3[CH:30]=[C:31]([CH3:35])[CH:32]=[CH:33][CH:34]=3)[C:4]([OH:36])=[O:3])[CH:11]=2)=[CH:17][CH:16]=1)[CH:20]=[CH2:21]. The catalyst class is: 20. (5) Reactant: C1N=CN(C(N2C=NC=C2)=O)C=1.[CH3:13][C:14]1([C:17]([OH:19])=O)[CH2:16][CH2:15]1.[Cl:20][C:21]1[C:33]([CH2:34][N:35]2[CH2:39][CH2:38][CH2:37][CH2:36]2)=[CH:32][CH:31]=[CH:30][C:22]=1[O:23][C@H:24]1[CH2:27][C@H:26]([CH2:28][NH2:29])[CH2:25]1. Product: [ClH:20].[Cl:20][C:21]1[C:33]([CH2:34][N:35]2[CH2:39][CH2:38][CH2:37][CH2:36]2)=[CH:32][CH:31]=[CH:30][C:22]=1[O:23][C@H:24]1[CH2:27][C@H:26]([CH2:28][NH:29][C:17]([C:14]2([CH3:13])[CH2:16][CH2:15]2)=[O:19])[CH2:25]1. The catalyst class is: 1. (6) Reactant: [C:1]([C:3]1[CH:4]=[CH:5][C:6]2[N:7]([C:9]([C:12]([O:14]CC)=[O:13])=[CH:10][N:11]=2)[CH:8]=1)#[N:2].[CH3:17][O:18][CH2:19][C:20]([NH:22][NH2:23])=O.C[O-].[Na+]. Product: [CH3:17][O:18][CH2:19][C:20]1[N:2]=[C:1]([C:3]2[CH:4]=[CH:5][C:6]3[N:7]([C:9]([C:12]([OH:14])=[O:13])=[CH:10][N:11]=3)[CH:8]=2)[NH:23][N:22]=1. The catalyst class is: 486. (7) Reactant: [F:1][C:2]([F:21])([F:20])[C:3]1[CH:8]=[CH:7][C:6]([C:9]2[CH:10]=[C:11]3[C:16](=[CH:17][CH:18]=2)[C:15](=[O:19])[CH2:14][CH2:13][CH2:12]3)=[CH:5][CH:4]=1.[BH4-].[Na+].Cl.C(OCC)(=O)C. Product: [F:1][C:2]([F:20])([F:21])[C:3]1[CH:4]=[CH:5][C:6]([C:9]2[CH:10]=[C:11]3[C:16](=[CH:17][CH:18]=2)[CH:15]([OH:19])[CH2:14][CH2:13][CH2:12]3)=[CH:7][CH:8]=1. The catalyst class is: 1.